From a dataset of HIV replication inhibition screening data with 41,000+ compounds from the AIDS Antiviral Screen. Binary Classification. Given a drug SMILES string, predict its activity (active/inactive) in a high-throughput screening assay against a specified biological target. (1) The result is 0 (inactive). The drug is CS(=O)(=O)N(CCC#N)c1ccc(C=NNC(=O)CC(=O)Nc2cccc(Cl)c2)cc1. (2) The drug is CSc1nc(C)c(Br)c(=O)n1C1OC(COC(C)=O)C(OC(C)=O)C(OC(C)=O)C1OC(C)=O. The result is 0 (inactive). (3) The drug is CCN(c1ccccc1)c1nc(N)nc(NS(=O)(=O)c2cc(C)c(Cl)cc2S)n1. The result is 1 (active). (4) The compound is Cc1cc2nc(-c3ccccn3)c(-c3ccccn3)nc2cc1C. The result is 0 (inactive). (5) The molecule is C(=NCCCN1CCN(CCCN=Cc2cccc3ccccc23)CC1)c1cccc2ccccc12. The result is 0 (inactive).